Dataset: Full USPTO retrosynthesis dataset with 1.9M reactions from patents (1976-2016). Task: Predict the reactants needed to synthesize the given product. (1) The reactants are: [Cl:1][C:2]1[C:3]([C:9]2[CH:14]=[CH:13][C:12]([C:15]([F:18])([F:17])[F:16])=[CH:11][CH:10]=2)=[CH:4][C:5](F)=[N:6][CH:7]=1.[NH2:19][C:20]1[CH:29]=[C:28]2[C:23]([CH:24]=[CH:25][CH:26]=[N:27]2)=[CH:22][CH:21]=1. Given the product [Cl:1][C:2]1[C:3]([C:9]2[CH:14]=[CH:13][C:12]([C:15]([F:18])([F:17])[F:16])=[CH:11][CH:10]=2)=[CH:4][C:5]([NH:19][C:20]2[CH:29]=[C:28]3[C:23]([CH:24]=[CH:25][CH:26]=[N:27]3)=[CH:22][CH:21]=2)=[N:6][CH:7]=1, predict the reactants needed to synthesize it. (2) Given the product [CH2:1]([O:3][C:4](=[O:20])[C:5]([O:8][C:9]1[CH:14]=[C:13]([O:15][CH3:16])[CH:12]=[C:11]([CH2:17][CH2:18][NH:19][C:30]([C:29]2[C:24]([CH:21]3[CH2:23][CH2:22]3)=[N:25][C:26]([C:33]3[CH:34]=[CH:35][C:36]([C:39]([F:41])([F:42])[F:40])=[CH:37][CH:38]=3)=[N:27][CH:28]=2)=[O:31])[CH:10]=1)([CH3:7])[CH3:6])[CH3:2], predict the reactants needed to synthesize it. The reactants are: [CH2:1]([O:3][C:4](=[O:20])[C:5]([O:8][C:9]1[CH:14]=[C:13]([O:15][CH3:16])[CH:12]=[C:11]([CH2:17][CH2:18][NH2:19])[CH:10]=1)([CH3:7])[CH3:6])[CH3:2].[CH:21]1([C:24]2[C:29]([C:30](O)=[O:31])=[CH:28][N:27]=[C:26]([C:33]3[CH:38]=[CH:37][C:36]([C:39]([F:42])([F:41])[F:40])=[CH:35][CH:34]=3)[N:25]=2)[CH2:23][CH2:22]1. (3) Given the product [CH:4]1([CH2:5][C@@H:6]([CH2:10][CH2:11][C@H:12]([CH2:16][CH:17]2[CH2:18][CH2:19][CH:20]([O:23][CH3:24])[CH2:21][CH2:22]2)[C:13]([OH:15])=[O:14])[C:7]([OH:9])=[O:8])[CH2:25][CH2:26][CH2:27][CH2:2][CH2:3]1, predict the reactants needed to synthesize it. The reactants are: Cl[C:2]1[CH:3]=[C:4]([CH:25]=[CH:26][CH:27]=1)[CH2:5][C@@H:6](/[CH:10]=[CH:11]/[C@H:12]([CH2:16][C:17]1[CH:22]=[CH:21][C:20]([O:23][CH3:24])=[CH:19][CH:18]=1)[C:13]([OH:15])=[O:14])[C:7]([OH:9])=[O:8].[H][H]. (4) Given the product [Cl:9][C:10]1[CH:15]=[CH:14][C:13]([Cl:16])=[CH:12][C:11]=1[S:17]([NH:1][C:2]1[O:6][N:5]=[C:4]([CH3:7])[C:3]=1[Br:8])(=[O:19])=[O:18].[Cl:9][C:10]1[CH:15]=[CH:14][C:13]([Cl:16])=[CH:12][C:11]=1[S:17]([NH:1][C:2]1[O:6][N:5]=[C:4]([CH3:7])[C:3]=1[Br:8])(=[O:19])=[O:18], predict the reactants needed to synthesize it. The reactants are: [NH2:1][C:2]1[O:6][N:5]=[C:4]([CH3:7])[C:3]=1[Br:8].[Cl:9][C:10]1[CH:15]=[CH:14][C:13]([Cl:16])=[CH:12][C:11]=1[S:17](Cl)(=[O:19])=[O:18]. (5) Given the product [Cl:1][C:2]1[N:3]=[N:4][C:5]([O:11][C:12]2[CH:17]=[CH:16][CH:15]=[CH:14][C:13]=2[CH3:18])=[C:6]([OH:9])[C:7]=1[CH3:8], predict the reactants needed to synthesize it. The reactants are: [Cl:1][C:2]1[N:3]=[N:4][C:5]([O:11][C:12]2[CH:17]=[CH:16][CH:15]=[CH:14][C:13]=2[CH3:18])=[C:6]([O:9]C)[C:7]=1[CH3:8].ClC1N=NC(OC2C=CC=CC=2C)=C(C)C=1OC. (6) The reactants are: C[O:2][C:3](=[O:23])[CH2:4][CH2:5][N:6]1[C:11]2[CH:12]=[C:13]([O:17][CH3:18])[CH:14]=[C:15]([CH3:16])[C:10]=2[O:9][CH:8]([CH:19]([CH3:21])[CH3:20])[C:7]1=[O:22].[OH-].[Na+]. Given the product [CH:19]([CH:8]1[C:7](=[O:22])[N:6]([CH2:5][CH2:4][C:3]([OH:23])=[O:2])[C:11]2[CH:12]=[C:13]([O:17][CH3:18])[CH:14]=[C:15]([CH3:16])[C:10]=2[O:9]1)([CH3:21])[CH3:20], predict the reactants needed to synthesize it. (7) Given the product [Cl:15][CH2:14][C:11]1[N:10]=[N:9][C:8]([C:3]2[CH:4]=[CH:5][CH:6]=[CH:7][C:2]=2[Cl:1])=[CH:13][CH:12]=1, predict the reactants needed to synthesize it. The reactants are: [Cl:1][C:2]1[CH:7]=[CH:6][CH:5]=[CH:4][C:3]=1[C:8]1[N:9]=[N:10][C:11]([CH3:14])=[CH:12][CH:13]=1.[Cl:15]N1C(=O)N(Cl)C(=O)N(Cl)C1=O.